Dataset: Forward reaction prediction with 1.9M reactions from USPTO patents (1976-2016). Task: Predict the product of the given reaction. (1) Given the reactants [OH:1][C:2]1[CH:9]=[CH:8][C:5]([CH:6]=[O:7])=[CH:4][CH:3]=1.CN(C=O)C.Br[CH2:16][CH2:17][CH2:18][CH2:19][CH2:20][CH2:21][CH2:22][CH2:23][CH2:24][CH2:25][CH2:26][CH2:27][CH2:28][CH2:29][CH2:30][CH3:31], predict the reaction product. The product is: [CH2:31]([O:1][C:2]1[CH:9]=[CH:8][C:5]([CH:6]=[O:7])=[CH:4][CH:3]=1)[CH2:30][CH2:29][CH2:28][CH2:27][CH2:26][CH2:25][CH2:24][CH2:23][CH2:22][CH2:21][CH2:20][CH2:19][CH2:18][CH2:17][CH3:16]. (2) Given the reactants [S:1]1[C:9]2[CH2:8][CH2:7][NH:6][CH2:5][C:4]=2[CH:3]=[CH:2]1.[CH2:10]([O:12][C:13](=[O:29])[C:14]([CH3:28])([CH3:27])[CH2:15][CH2:16][CH2:17][CH:18](Br)[C:19]1[CH:24]=[CH:23][CH:22]=[CH:21][C:20]=1[Cl:25])[CH3:11].C(=O)([O-])[O-].[K+].[K+].O, predict the reaction product. The product is: [CH2:10]([O:12][C:13](=[O:29])[C:14]([CH3:28])([CH3:27])[CH2:15][CH2:16][CH2:17][CH:18]([C:19]1[CH:24]=[CH:23][CH:22]=[CH:21][C:20]=1[Cl:25])[N:6]1[CH2:7][CH2:8][C:9]2[S:1][CH:2]=[CH:3][C:4]=2[CH2:5]1)[CH3:11]. (3) Given the reactants NCN[C:4]1[CH:12]=[CH:11][C:7]([C:8]([OH:10])=[O:9])=[CH:6][CH:5]=1.C[CH2:14][N:15](C(C)C)C(C)C.C([Si](C)(C)Cl)CCC.Cl[C:31]([C:33]1[CH:42]=[CH:41][C:36]([C:37]([O:39][CH3:40])=[O:38])=[CH:35][CH:34]=1)=[O:32], predict the reaction product. The product is: [CH3:40][O:39][C:37]([C:36]1[CH:41]=[CH:42][C:33]([C:31]([NH:15][CH2:14][C:4]2[CH:5]=[CH:6][C:7]([C:8]([OH:10])=[O:9])=[CH:11][CH:12]=2)=[O:32])=[CH:34][CH:35]=1)=[O:38]. (4) Given the reactants [CH2:1]([N:4]([CH2:8][C:9]1[CH:10]=[C:11]([C:15]2[N:16]([CH3:26])[C:17]3[CH:23]=[C:22]([CH:24]=O)[CH:21]=[CH:20][C:18]=3[N:19]=2)[CH:12]=[CH:13][CH:14]=1)[CH2:5][CH2:6][CH3:7])[CH2:2][CH3:3].[CH3:27][N:28]1[CH:32]=[CH:31][N:30]=[C:29]1[CH2:33][NH2:34].C([BH3-])#N.[Na+].[NH:39]1[CH:43]=[CH:42][N:41]=[C:40]1[CH:44]=O, predict the reaction product. The product is: [NH:39]1[CH:43]=[CH:42][N:41]=[C:40]1[CH2:44][N:34]([CH2:24][C:22]1[CH:21]=[CH:20][C:18]2[N:19]=[C:15]([C:11]3[CH:10]=[C:9]([CH:14]=[CH:13][CH:12]=3)[CH2:8][N:4]([CH2:5][CH2:6][CH3:7])[CH2:1][CH2:2][CH3:3])[N:16]([CH3:26])[C:17]=2[CH:23]=1)[CH2:33][C:29]1[N:28]([CH3:27])[CH:32]=[CH:31][N:30]=1. (5) Given the reactants [Cl:1][S:2]([OH:5])(=O)=[O:3].[C:6]([C:10]1[CH:15]=[C:14](C(C)(C)C)[CH:13]=[C:12]([C:20]([CH3:23])([CH3:22])[CH3:21])[CH:11]=1)([CH3:9])([CH3:8])[CH3:7], predict the reaction product. The product is: [C:6]([C:10]1[CH:15]=[C:14]([S:2]([Cl:1])(=[O:5])=[O:3])[CH:13]=[C:12]([C:20]([CH3:23])([CH3:22])[CH3:21])[CH:11]=1)([CH3:9])([CH3:8])[CH3:7]. (6) Given the reactants [O:1]1[C:5]2([CH2:15][CH2:14][C:8]3([CH2:12][CH2:11][NH:10][C:9]3=[O:13])[CH2:7][CH2:6]2)[O:4][CH2:3][CH2:2]1.[F:16][C:17]([F:28])([F:27])[CH:18]([C:20]1[CH:25]=[CH:24][C:23](I)=[CH:22][CH:21]=1)[OH:19].CNCCNC.[O-]P([O-])([O-])=O.[K+].[K+].[K+], predict the reaction product. The product is: [F:16][C:17]([F:27])([F:28])[CH:18]([C:20]1[CH:25]=[CH:24][C:23]([N:10]2[CH2:11][CH2:12][C:8]3([CH2:14][CH2:15][C:5]4([O:4][CH2:3][CH2:2][O:1]4)[CH2:6][CH2:7]3)[C:9]2=[O:13])=[CH:22][CH:21]=1)[OH:19]. (7) Given the reactants [Cl:1][C:2]1[CH:3]=[N:4][CH:5]=[C:6]([Cl:9])[C:7]=1[CH3:8].CC1C=CC(S(O[C:21]2[C:30]3[C:25](=[C:26]([O:33][CH:34]4[CH2:38][CH2:37][CH2:36][CH2:35]4)[C:27]([O:31][CH3:32])=[CH:28][CH:29]=3)[O:24][C:23](=[O:39])[CH:22]=2)(=O)=O)=CC=1, predict the reaction product. The product is: [CH:34]1([O:33][C:26]2[C:27]([O:31][CH3:32])=[CH:28][CH:29]=[C:30]3[C:25]=2[O:24][C:23](=[O:39])[CH:22]=[C:21]3[CH2:8][C:7]2[C:6]([Cl:9])=[CH:5][N:4]=[CH:3][C:2]=2[Cl:1])[CH2:35][CH2:36][CH2:37][CH2:38]1.